From a dataset of Catalyst prediction with 721,799 reactions and 888 catalyst types from USPTO. Predict which catalyst facilitates the given reaction. (1) Reactant: Cl.[NH2:2][C:3]1[N:8]([CH3:9])[C:7](=[O:10])[N:6]([CH3:11])[C:5](=[O:12])[C:4]=1[NH:13][C:14](=O)[CH2:15][C:16]1[CH:21]=[CH:20][C:19]([NH2:22])=[CH:18][CH:17]=1.[OH-].[Na+]. Product: [NH2:22][C:19]1[CH:20]=[CH:21][C:16]([CH2:15][C:14]2[NH:13][C:4]3[C:5](=[O:12])[N:6]([CH3:11])[C:7](=[O:10])[N:8]([CH3:9])[C:3]=3[N:2]=2)=[CH:17][CH:18]=1. The catalyst class is: 5. (2) The catalyst class is: 11. Reactant: O=[C:2]([C:14]1[CH:19]=[CH:18][CH:17]=[CH:16][CH:15]=1)[CH2:3][CH2:4][C:5]([O:7][CH:8]1[CH2:13][CH2:12][CH2:11][CH2:10][CH2:9]1)=O.COC1C=CC(P2(SP(C3C=CC(OC)=CC=3)(=S)S2)=[S:29])=CC=1. Product: [CH:8]1([O:7][C:5]2[S:29][C:2]([C:14]3[CH:19]=[CH:18][CH:17]=[CH:16][CH:15]=3)=[CH:3][CH:4]=2)[CH2:13][CH2:12][CH2:11][CH2:10][CH2:9]1. (3) Reactant: Br[C:2]1[C:11]2[C:6](=[CH:7][CH:8]=[C:9]([C:12]3[CH:13]=[N:14][C:15]([CH3:18])=[CH:16][CH:17]=3)[CH:10]=2)[C:5](=[O:19])[N:4]([CH3:20])[CH:3]=1.[CH2:21]([S:23]([NH:26][C:27]1[CH:28]=[C:29](B(O)O)[CH:30]=[CH:31][CH:32]=1)(=[O:25])=[O:24])[CH3:22].[O-]P([O-])([O-])=O.[K+].[K+].[K+]. Product: [CH3:20][N:4]1[CH:3]=[C:2]([C:31]2[CH:32]=[C:27]([NH:26][S:23]([CH2:21][CH3:22])(=[O:24])=[O:25])[CH:28]=[CH:29][CH:30]=2)[C:11]2[C:6](=[CH:7][CH:8]=[C:9]([C:12]3[CH:13]=[N:14][C:15]([CH3:18])=[CH:16][CH:17]=3)[CH:10]=2)[C:5]1=[O:19]. The catalyst class is: 75. (4) Reactant: [C:1]([O:9][CH:10]([C@@H:12]1[CH2:16][C@H:15](OS(C(F)(F)F)(=O)=O)[CH:14]([O:25][CH3:26])[O:13]1)[CH3:11])(=[O:8])[C:2]1[CH:7]=[CH:6][CH:5]=[CH:4][CH:3]=1.[N-:27]=[N+:28]=[N-:29].[Na+]. Product: [C:1]([O:9][CH:10]([C@@H:12]1[CH2:16][C@@H:15]([N:27]=[N+:28]=[N-:29])[CH:14]([O:25][CH3:26])[O:13]1)[CH3:11])(=[O:8])[C:2]1[CH:7]=[CH:6][CH:5]=[CH:4][CH:3]=1. The catalyst class is: 3.